Dataset: Peptide-MHC class I binding affinity with 185,985 pairs from IEDB/IMGT. Task: Regression. Given a peptide amino acid sequence and an MHC pseudo amino acid sequence, predict their binding affinity value. This is MHC class I binding data. The binding affinity (normalized) is 0.527. The peptide sequence is RMMGKTNPL. The MHC is BoLA-T2b with pseudo-sequence BoLA-T2b.